From a dataset of Full USPTO retrosynthesis dataset with 1.9M reactions from patents (1976-2016). Predict the reactants needed to synthesize the given product. (1) Given the product [CH2:11]([O:10][C:9]1[CH:8]=[CH:7][C:4]([CH:5]=[O:6])=[CH:3][C:2]=1[F:1])[C:12]1[CH:17]=[CH:16][CH:15]=[CH:14][CH:13]=1, predict the reactants needed to synthesize it. The reactants are: [F:1][C:2]1[CH:3]=[C:4]([CH:7]=[CH:8][C:9]=1[OH:10])[CH:5]=[O:6].[CH2:11](Br)[C:12]1[CH:17]=[CH:16][CH:15]=[CH:14][CH:13]=1.C([O-])([O-])=O.[K+].[K+].CCOC(C)=O. (2) Given the product [CH3:21][C@H:9]1[N:8]([C:5]2[N:4]=[CH:3][C:2]([O:1][CH2:23][C:24]3[CH:25]=[CH:26][C:27]([S:30]([CH3:33])(=[O:32])=[O:31])=[CH:28][CH:29]=3)=[CH:7][N:6]=2)[CH2:13][CH2:12][N:11]([C:14]([O:16][C:17]([CH3:20])([CH3:19])[CH3:18])=[O:15])[CH2:10]1, predict the reactants needed to synthesize it. The reactants are: [OH:1][C:2]1[CH:3]=[N:4][C:5]([N:8]2[CH2:13][CH2:12][N:11]([C:14]([O:16][C:17]([CH3:20])([CH3:19])[CH3:18])=[O:15])[CH2:10][C@H:9]2[CH3:21])=[N:6][CH:7]=1.Cl[CH2:23][C:24]1[CH:29]=[CH:28][C:27]([S:30]([CH3:33])(=[O:32])=[O:31])=[CH:26][CH:25]=1.C(=O)([O-])[O-].[K+].[K+].